Dataset: Full USPTO retrosynthesis dataset with 1.9M reactions from patents (1976-2016). Task: Predict the reactants needed to synthesize the given product. (1) Given the product [CH2:26]([C:23]1[CH:22]=[CH:18][C:20]([C:21]([C:28]2[C:29]([O:35][CH3:36])=[N:30][C:31]([NH:44][CH2:37][C:38]3[CH:43]=[CH:42][CH:41]=[CH:40][CH:39]=3)=[CH:32][CH:33]=2)=[O:46])=[CH:25][CH:24]=1)[CH3:27], predict the reactants needed to synthesize it. The reactants are: ClC1N=C(OC)C(C2C=C(CC)C=CC=2[C:18]([C:20]2[CH:25]=[CH:24][C:23]([CH2:26][CH3:27])=[CH:22][C:21]=2[C:28]2[C:29]([O:35][CH3:36])=[N:30][C:31](Cl)=[CH:32][CH:33]=2)=O)=CC=1.[CH2:37]([NH2:44])[C:38]1[CH:43]=[CH:42][CH:41]=[CH:40][CH:39]=1.C(=O)([O-])[O-:46].[K+].[K+].[Cl-].[NH4+]. (2) Given the product [CH3:1][O:2][C:3]1[CH:8]=[C:7]([O:9][CH3:10])[CH:6]=[CH:5][C:4]=1[C:15]1[CH:24]=[CH:23][C:22]([N+:25]([O-:27])=[O:26])=[CH:21][C:16]=1[C:17]([O:19][CH3:20])=[O:18], predict the reactants needed to synthesize it. The reactants are: [CH3:1][O:2][C:3]1[CH:8]=[C:7]([O:9][CH3:10])[CH:6]=[CH:5][C:4]=1B(O)O.Br[C:15]1[CH:24]=[CH:23][C:22]([N+:25]([O-:27])=[O:26])=[CH:21][C:16]=1[C:17]([O:19][CH3:20])=[O:18].C(=O)([O-])[O-].[Cs+].[Cs+].C(OCC)(=O)C. (3) Given the product [CH2:25]([O:13][C:12](=[O:14])[C:11](=[O:15])[CH2:10][C:9]([C:4]1[CH:5]=[CH:6][C:7]([CH3:8])=[C:2]([F:1])[C:3]=1[O:18][CH3:19])([CH3:17])[CH3:16])[CH3:26], predict the reactants needed to synthesize it. The reactants are: [F:1][C:2]1[C:3]([O:18][CH3:19])=[C:4]([C:9]([CH3:17])([CH3:16])[CH2:10][C:11](=[O:15])[C:12]([OH:14])=[O:13])[CH:5]=[CH:6][C:7]=1[CH3:8].S(=O)(=O)(O)O.[CH2:25](O)[CH3:26]. (4) Given the product [OH:6][CH:7]=[C:8]([O:11][CH2:12][C:13]1[CH:18]=[CH:17][CH:16]=[CH:15][CH:14]=1)[CH2:9][CH3:10], predict the reactants needed to synthesize it. The reactants are: C1CC=CC=1.[OH:6][CH2:7][C:8]([O:11][CH2:12][C:13]1[CH:18]=[CH:17][CH:16]=[CH:15][CH:14]=1)=[CH:9][CH3:10]. (5) Given the product [Cl:29][C:2]1[CH:3]=[C:4]([F:15])[C:5]([OH:8])=[C:6]([CH:7]=1)[CH:17]=[O:27], predict the reactants needed to synthesize it. The reactants are: Cl[C:2]1[CH:7]=[CH:6][C:5]([O:8]C(=O)NC(C)C)=[C:4]([F:15])[CH:3]=1.N[CH2:17]CCCN.[Li]CCCC.[OH-:27].[Na+].[ClH:29]. (6) Given the product [C:4]1(=[O:21])[N:5]([O:6][C:7]([C:9]2[C:10](=[O:20])[O:11][C:12]3[C:17]([CH:18]=2)=[CH:16][CH:15]=[C:14]([O:19][CH2:23][O:24][CH2:40][C:41]2[CH:42]=[CH:43][CH:44]=[CH:45][CH:46]=2)[CH:13]=3)=[O:8])[C:1](=[O:22])[CH2:2][CH2:3]1, predict the reactants needed to synthesize it. The reactants are: [C:1]1(=[O:22])[N:5]([O:6][C:7]([C:9]2[C:10](=[O:20])[O:11][C:12]3[C:17]([CH:18]=2)=[CH:16][CH:15]=[C:14]([OH:19])[CH:13]=3)=[O:8])[C:4](=[O:21])[CH2:3][CH2:2]1.[C:23](=O)([O-])[O-:24].[K+].[K+].[CH2:40](C(OC(Cl)[CH2:40][C:41]1[CH:46]=[CH:45][CH:44]=[CH:43][CH:42]=1)Cl)[C:41]1[CH:46]=[CH:45][CH:44]=[CH:43][CH:42]=1.O1C2C(=CC=CC=2)C=CC1=O. (7) Given the product [F:1][C:2]1[CH:8]=[C:7]([CH3:9])[CH:6]=[CH:5][C:3]=1[S:15]([NH2:11])(=[O:17])=[O:16], predict the reactants needed to synthesize it. The reactants are: [F:1][C:2]1[CH:8]=[C:7]([CH3:9])[CH:6]=[CH:5][C:3]=1N.Cl.[N:11]([O-])=O.[Na+].[S:15](=[O:17])=[O:16].